From a dataset of Reaction yield outcomes from USPTO patents with 853,638 reactions. Predict the reaction yield, written as a fraction of the theoretical maximum amount of product (1.0 means a 100% yield; for example, 0.34 means a 34% yield). The reactants are C([O:3][C:4]([C:6]1[C:15]2[C:10](=[CH:11][CH:12]=[CH:13][CH:14]=2)[C:9]([N:16]2[CH2:20][CH2:19][CH2:18][CH2:17]2)=[CH:8][CH:7]=1)=[O:5])C.[Li+].[OH-].O.C1COCC1. The catalyst is C(OCC)(=O)C. The product is [N:16]1([C:9]2[C:10]3[C:15](=[CH:14][CH:13]=[CH:12][CH:11]=3)[C:6]([C:4]([OH:5])=[O:3])=[CH:7][CH:8]=2)[CH2:20][CH2:19][CH2:18][CH2:17]1. The yield is 0.680.